This data is from Full USPTO retrosynthesis dataset with 1.9M reactions from patents (1976-2016). The task is: Predict the reactants needed to synthesize the given product. (1) Given the product [CH3:30][N:31]([CH3:32])[C:4]([C:6]1[S:10][C:9]([N:11]2[C:15]3[CH:16]=[C:17]([O:22][CH3:23])[C:18]([O:20][CH3:21])=[CH:19][C:14]=3[N:13]=[CH:12]2)=[N:8][C:7]=1[C:24]1[CH:25]=[CH:26][CH:27]=[CH:28][CH:29]=1)=[O:3], predict the reactants needed to synthesize it. The reactants are: C([O:3][C:4]([C:6]1[S:10][C:9]([N:11]2[C:15]3[CH:16]=[C:17]([O:22][CH3:23])[C:18]([O:20][CH3:21])=[CH:19][C:14]=3[N:13]=[CH:12]2)=[N:8][C:7]=1[C:24]1[CH:29]=[CH:28][CH:27]=[CH:26][CH:25]=1)=O)C.[CH3:30][NH:31][CH3:32]. (2) Given the product [F:2][C:3]1[CH:4]=[CH:5][C:6]([C:9](=[O:23])[CH:10]([NH:22][C:31]([C:27]2[O:28][CH:29]=[CH:30][C:25](=[O:24])[CH:26]=2)=[O:32])[CH2:11][C:12]2[CH:17]=[CH:16][C:15]([C:18]([F:21])([F:20])[F:19])=[CH:14][CH:13]=2)=[CH:7][CH:8]=1, predict the reactants needed to synthesize it. The reactants are: Cl.[F:2][C:3]1[CH:8]=[CH:7][C:6]([C:9](=[O:23])[CH:10]([NH2:22])[CH2:11][C:12]2[CH:17]=[CH:16][C:15]([C:18]([F:21])([F:20])[F:19])=[CH:14][CH:13]=2)=[CH:5][CH:4]=1.[O:24]=[C:25]1[CH:30]=[CH:29][O:28][C:27]([C:31](O)=[O:32])=[CH:26]1.Cl.C(N=C=NCCCN(C)C)C.ON1C2C=CC=CC=2N=N1.C1CCN2C(=NCCC2)CC1.Cl. (3) Given the product [C:17]([O:21][C:22]([N:24]1[C@H:29]([CH3:30])[CH2:28][N:27]([C:14]([Cl:16])=[O:15])[CH2:26][C@@H:25]1[CH3:31])=[O:23])([CH3:20])([CH3:18])[CH3:19], predict the reactants needed to synthesize it. The reactants are: C(OC(N1CCN([C:14]([Cl:16])=[O:15])CC1)=O)(C)(C)C.[C:17]([O:21][C:22]([N:24]1[C@H:29]([CH3:30])[CH2:28][NH:27][CH2:26][C@@H:25]1[CH3:31])=[O:23])([CH3:20])([CH3:19])[CH3:18]. (4) Given the product [I:11][C:10]1[C:3]2[C:2]([NH:27][CH2:26][C:25]3[C:28]([O:34][CH3:35])=[CH:29][C:30]([O:32][CH3:33])=[CH:31][C:24]=3[O:23][CH3:22])=[N:7][CH:6]=[N:5][C:4]=2[N:8]([S:12]([C:15]2[CH:20]=[CH:19][CH:18]=[CH:17][CH:16]=2)(=[O:14])=[O:13])[CH:9]=1, predict the reactants needed to synthesize it. The reactants are: Cl[C:2]1[C:3]2[C:10]([I:11])=[CH:9][N:8]([S:12]([C:15]3[CH:20]=[CH:19][CH:18]=[CH:17][CH:16]=3)(=[O:14])=[O:13])[C:4]=2[N:5]=[CH:6][N:7]=1.Cl.[CH3:22][O:23][C:24]1[CH:31]=[C:30]([O:32][CH3:33])[CH:29]=[C:28]([O:34][CH3:35])[C:25]=1[CH2:26][NH2:27].C(=O)([O-])[O-].[Cs+].[Cs+].FC(C1C=CC=CC=1)(F)F.